Dataset: P-glycoprotein inhibition data for predicting drug efflux from Broccatelli et al.. Task: Regression/Classification. Given a drug SMILES string, predict its absorption, distribution, metabolism, or excretion properties. Task type varies by dataset: regression for continuous measurements (e.g., permeability, clearance, half-life) or binary classification for categorical outcomes (e.g., BBB penetration, CYP inhibition). Dataset: pgp_broccatelli. The compound is OC(CCN1CCCCC1)(c1ccccc1)c1ccccc1. The result is 0 (non-inhibitor).